Dataset: Reaction yield outcomes from USPTO patents with 853,638 reactions. Task: Predict the reaction yield, written as a fraction of the theoretical maximum amount of product (1.0 means a 100% yield; for example, 0.34 means a 34% yield). (1) The reactants are [Cl:1][C:2]1[N:10]=[C:9]2[C:5]([N:6]=[CH:7][NH:8]2)=[C:4]([N:11]2[CH2:16][CH2:15][O:14][CH2:13][CH2:12]2)[N:3]=1.Br[CH2:18][CH2:19][O:20][CH:21]1[CH2:26][CH2:25][CH2:24][CH2:23][O:22]1.C(=O)([O-])[O-].[K+].[K+]. The catalyst is CN(C=O)C. The product is [Cl:1][C:2]1[N:10]=[C:9]2[C:5]([N:6]=[CH:7][N:8]2[CH2:18][CH2:19][O:20][CH:21]2[CH2:26][CH2:25][CH2:24][CH2:23][O:22]2)=[C:4]([N:11]2[CH2:12][CH2:13][O:14][CH2:15][CH2:16]2)[N:3]=1. The yield is 0.820. (2) The product is [Cl:1][C:2]1[CH:3]=[N:4][N:5]([CH3:17])[C:6]=1[C:7]1[CH:8]=[C:9]([C:14]([NH:18][C@@H:19]([CH2:32][C:33]2[CH:38]=[CH:37][CH:36]=[CH:35][C:34]=2[C:39]([F:42])([F:40])[F:41])[CH2:20][N:21]2[C:29](=[O:30])[C:28]3[C:23](=[CH:24][CH:25]=[CH:26][CH:27]=3)[C:22]2=[O:31])=[O:16])[O:10][C:11]=1[CH2:12][CH3:13]. The yield is 0.710. The reactants are [Cl:1][C:2]1[CH:3]=[N:4][N:5]([CH3:17])[C:6]=1[C:7]1[CH:8]=[C:9]([C:14]([OH:16])=O)[O:10][C:11]=1[CH2:12][CH3:13].[NH2:18][C@@H:19]([CH2:32][C:33]1[CH:38]=[CH:37][CH:36]=[CH:35][C:34]=1[C:39]([F:42])([F:41])[F:40])[CH2:20][N:21]1[C:29](=[O:30])[C:28]2[C:23](=[CH:24][CH:25]=[CH:26][CH:27]=2)[C:22]1=[O:31].C(N(CC)C(C)C)(C)C.F[P-](F)(F)(F)(F)F.Br[P+](N1CCCC1)(N1CCCC1)N1CCCC1. The catalyst is ClCCl.